This data is from Peptide-MHC class I binding affinity with 185,985 pairs from IEDB/IMGT. The task is: Regression. Given a peptide amino acid sequence and an MHC pseudo amino acid sequence, predict their binding affinity value. This is MHC class I binding data. The peptide sequence is YSLAGSSPF. The MHC is HLA-C14:02 with pseudo-sequence HLA-C14:02. The binding affinity (normalized) is 0.820.